From a dataset of Full USPTO retrosynthesis dataset with 1.9M reactions from patents (1976-2016). Predict the reactants needed to synthesize the given product. (1) Given the product [CH3:1][O:2][C:3](=[O:31])[CH2:4][CH2:5][C:6]1[O:10][N:9]=[C:8]([C:11]2[CH:12]=[CH:13][C:14]([S:17]([N:20]3[CH2:25][CH2:24][CH:23]([CH:26]=[O:27])[CH2:22][CH2:21]3)(=[O:18])=[O:19])=[CH:15][CH:16]=2)[N:7]=1, predict the reactants needed to synthesize it. The reactants are: [CH3:1][O:2][C:3](=[O:31])[CH2:4][CH2:5][C:6]1[O:10][N:9]=[C:8]([C:11]2[CH:16]=[CH:15][C:14]([S:17]([N:20]3[CH2:25][CH2:24][CH:23]([CH:26](OC)[O:27]C)[CH2:22][CH2:21]3)(=[O:19])=[O:18])=[CH:13][CH:12]=2)[N:7]=1. (2) Given the product [Cl:1][C:2]1[CH:3]=[CH:4][C:5]([C:8]2[N:9]=[C:10]3[CH:15]=[CH:14][C:13]([C:16]4[C:17]([F:24])=[C:18]([CH:19]([OH:20])[CH3:26])[CH:21]=[CH:22][CH:23]=4)=[CH:12][N:11]3[CH:25]=2)=[CH:6][CH:7]=1, predict the reactants needed to synthesize it. The reactants are: [Cl:1][C:2]1[CH:7]=[CH:6][C:5]([C:8]2[N:9]=[C:10]3[CH:15]=[CH:14][C:13]([C:16]4[C:17]([F:24])=[C:18]([CH:21]=[CH:22][CH:23]=4)[CH:19]=[O:20])=[CH:12][N:11]3[CH:25]=2)=[CH:4][CH:3]=1.[CH3:26][Mg]Br.[Cl-].[NH4+].